Dataset: Catalyst prediction with 721,799 reactions and 888 catalyst types from USPTO. Task: Predict which catalyst facilitates the given reaction. (1) Reactant: CC(C)([O-])C.[K+].CC1C=CC(S([CH2:17][N+:18]#[C-])(=O)=O)=CC=1.[CH:20]1([CH2:23][S:24][CH:25]2[CH2:30][CH2:29][C:28](=O)[CH2:27][CH2:26]2)[CH2:22][CH2:21]1. Product: [CH:20]1([CH2:23][S:24][CH:25]2[CH2:30][CH2:29][CH:28]([C:17]#[N:18])[CH2:27][CH2:26]2)[CH2:22][CH2:21]1. The catalyst class is: 843. (2) Reactant: [C:1]1([C:7]2[C:8](=[O:17])[NH:9][C:10]3([CH2:16][CH2:15][CH2:14][CH2:13][CH2:12]3)[N:11]=2)[CH:6]=[CH:5][CH:4]=[CH:3][CH:2]=1.Br[CH2:19][C:20]([O:22][CH2:23][CH3:24])=[O:21].C(=O)([O-])[O-].[K+].[K+].O. Product: [O:17]=[C:8]1[C:7]([C:1]2[CH:2]=[CH:3][CH:4]=[CH:5][CH:6]=2)=[N:11][C:10]2([CH2:16][CH2:15][CH2:14][CH2:13][CH2:12]2)[N:9]1[CH2:19][C:20]([O:22][CH2:23][CH3:24])=[O:21]. The catalyst class is: 3. (3) Reactant: [Br:1][C:2]1[CH:24]=[CH:23][C:5]2[C:6]([NH:16][CH:17]([CH3:22])[C:18]([CH3:21])([CH3:20])[CH3:19])=[N:7][C:8]3[C:9](I)=[CH:10][NH:11][C:12](=[O:14])[C:13]=3[C:4]=2[CH:3]=1.C1([Mg]Cl)C=CC=CC=1.C([Mg]Cl)(C)C.[CH:38]1([CH:41]=[O:42])[CH2:40][CH2:39]1. Product: [Br:1][C:2]1[CH:24]=[CH:23][C:5]2[C:6]([NH:16][CH:17]([CH3:22])[C:18]([CH3:21])([CH3:20])[CH3:19])=[N:7][C:8]3[C:9]([CH:41]([CH:38]4[CH2:40][CH2:39]4)[OH:42])=[CH:10][NH:11][C:12](=[O:14])[C:13]=3[C:4]=2[CH:3]=1. The catalyst class is: 1. (4) Reactant: [H-].[Na+].[C:3]([O:7][C:8]([N:10]1[CH2:24][C@@H:23]([CH3:25])[N:13]2[C:14]3[CH:15]=[C:16]([CH2:21][OH:22])[CH:17]=[CH:18][C:19]=3[CH2:20][C@@H:12]2[CH2:11]1)=[O:9])([CH3:6])([CH3:5])[CH3:4].I[CH3:27]. Product: [C:3]([O:7][C:8]([N:10]1[CH2:24][C@@H:23]([CH3:25])[N:13]2[C:14]3[CH:15]=[C:16]([CH2:21][O:22][CH3:27])[CH:17]=[CH:18][C:19]=3[CH2:20][C@@H:12]2[CH2:11]1)=[O:9])([CH3:6])([CH3:4])[CH3:5]. The catalyst class is: 9. (5) Reactant: [H-].[Na+].[CH3:3][C:4]([C:6]1[CH:11]=[CH:10][CH:9]=[C:8]([I:12])[CH:7]=1)=[O:5].[C:13](OC)(=O)[C:14]([O:16][CH3:17])=[O:15].Cl.C[N:23](C=O)C. Product: [I:12][C:8]1[CH:7]=[C:6]([C:4]2[O:5][N:23]=[C:13]([C:14]([O:16][CH3:17])=[O:15])[CH:3]=2)[CH:11]=[CH:10][CH:9]=1. The catalyst class is: 13. (6) Reactant: [Cl:1][C:2]1[CH:7]=[CH:6][C:5]([C:8]2[S:9][C:10]([CH:13]([OH:15])[CH3:14])=[CH:11][N:12]=2)=[CH:4][CH:3]=1.Cl[C:17]1[CH:23]2[O:24][C:20]([CH3:25])([CH2:21][CH2:22]2)[C:19](=[O:26])[CH:18]=1.[H-].[Na+]. Product: [Cl:1][C:2]1[CH:3]=[CH:4][C:5]([C:8]2[S:9][C:10]([CH:13]([O:15][C:17]3[CH:23]4[O:24][C:20]([CH3:25])([CH2:21][CH2:22]4)[C:19](=[O:26])[CH:18]=3)[CH3:14])=[CH:11][N:12]=2)=[CH:6][CH:7]=1. The catalyst class is: 1. (7) Reactant: [CH3:1][N:2]([CH3:46])[CH:3]1[CH2:6][N:5]([CH:7]2[CH2:12][CH2:11][N:10]([C:13]([NH:15][C:16]3[CH:21]=[C:20]([O:22][C:23]4[CH:28]=[CH:27][C:26]([NH:29][C:30]([C:32]5([C:35]([NH:37][C:38]6[CH:43]=[CH:42][C:41]([F:44])=[CH:40][CH:39]=6)=[O:36])[CH2:34][CH2:33]5)=[O:31])=[C:25]([F:45])[CH:24]=4)[CH:19]=[CH:18][N:17]=3)=[O:14])[CH2:9][CH2:8]2)[CH2:4]1.[ClH:47].O. The catalyst class is: 21. Product: [ClH:47].[CH3:1][N:2]([CH3:46])[CH:3]1[CH2:6][N:5]([CH:7]2[CH2:12][CH2:11][N:10]([C:13]([NH:15][C:16]3[CH:21]=[C:20]([O:22][C:23]4[CH:28]=[CH:27][C:26]([NH:29][C:30]([C:32]5([C:35]([NH:37][C:38]6[CH:43]=[CH:42][C:41]([F:44])=[CH:40][CH:39]=6)=[O:36])[CH2:34][CH2:33]5)=[O:31])=[C:25]([F:45])[CH:24]=4)[CH:19]=[CH:18][N:17]=3)=[O:14])[CH2:9][CH2:8]2)[CH2:4]1.